This data is from Catalyst prediction with 721,799 reactions and 888 catalyst types from USPTO. The task is: Predict which catalyst facilitates the given reaction. (1) Reactant: C(OC([N:8]1[CH2:17][CH2:16][C:15]2[C:10](=[CH:11][C:12]([O:18][CH2:19][C:20]3([C:32]([O:34][CH2:35][CH3:36])=[O:33])[CH2:25][CH2:24][N:23]([C:26]4[CH:31]=[CH:30][N:29]=[CH:28][CH:27]=4)[CH2:22][CH2:21]3)=[CH:13][CH:14]=2)[CH2:9]1)=O)(C)(C)C.FC(F)(F)C(O)=O. Product: [CH2:35]([O:34][C:32]([C:20]1([CH2:19][O:18][C:12]2[CH:11]=[C:10]3[C:15]([CH2:16][CH2:17][NH:8][CH2:9]3)=[CH:14][CH:13]=2)[CH2:25][CH2:24][N:23]([C:26]2[CH:31]=[CH:30][N:29]=[CH:28][CH:27]=2)[CH2:22][CH2:21]1)=[O:33])[CH3:36]. The catalyst class is: 22. (2) Reactant: C(OC(=O)NC1C=CC=C(CN2C=CC(N[C:21](=[O:40])[C@@H:22]([C:29]3[CH:34]=[CH:33][C:32]([S:35]([CH3:38])(=[O:37])=[O:36])=[C:31](Cl)[CH:30]=3)[CH2:23][CH:24]3[CH2:28][CH2:27][CH2:26][CH2:25]3)=N2)C=1)(C)(C)C.[C:42](Cl)(=O)C(Cl)=O.[NH2:48][C:49]1[CH:53]=[CH:52][N:51]([CH2:54][C:55]([CH3:58])([OH:57])[CH3:56])[N:50]=1.N1C(C)=CC=CC=1C. Product: [CH:24]1([CH2:23][C@H:22]([C:29]2[CH:34]=[CH:33][C:32]([S:35]([CH3:38])(=[O:36])=[O:37])=[C:31]([CH3:42])[CH:30]=2)[C:21]([NH:48][C:49]2[CH:53]=[CH:52][N:51]([CH2:54][C:55]([OH:57])([CH3:58])[CH3:56])[N:50]=2)=[O:40])[CH2:25][CH2:26][CH2:27][CH2:28]1. The catalyst class is: 2. (3) Reactant: [Br:1][C:2]1[CH:3]=[C:4]([CH:8]=[O:9])[CH:5]=[N:6][CH:7]=1.C[Si](C)(C)[C:12]([F:15])([F:14])[F:13].CCCC[N+](CCCC)(CCCC)CCCC.[F-]. Product: [Br:1][C:2]1[CH:3]=[C:4]([CH:8]([OH:9])[C:12]([F:15])([F:14])[F:13])[CH:5]=[N:6][CH:7]=1. The catalyst class is: 1. (4) Reactant: C(N(CC)CC)C.FC(F)(F)C(O)=O.[F:15][C:16]1[CH:21]=[CH:20][C:19]([C:22]2[C:30]3[C:25](=[CH:26][C:27]([NH:31][C:32]([CH:34]4[CH2:38][CH2:37][N:36]([CH2:39][C:40](O)=[O:41])[CH2:35]4)=[O:33])=[CH:28][CH:29]=3)[NH:24][N:23]=2)=[CH:18][CH:17]=1.[N:43]1([C:49]2[N:54]=[CH:53][C:52]([C:55]3[N:60]=[CH:59][CH:58]=[CH:57][N:56]=3)=[CH:51][CH:50]=2)[CH2:48][CH2:47][NH:46][CH2:45][CH2:44]1.Cl.CN(C)CCCN=C=NCC.O.ON1C2C=CC=CC=2N=N1. Product: [F:15][C:16]1[CH:21]=[CH:20][C:19]([C:22]2[C:30]3[C:25](=[CH:26][C:27]([NH:31][C:32]([CH:34]4[CH2:38][CH2:37][N:36]([CH2:39][C:40](=[O:41])[N:46]5[CH2:45][CH2:44][N:43]([C:49]6[CH:50]=[CH:51][C:52]([C:55]7[N:56]=[CH:57][CH:58]=[CH:59][N:60]=7)=[CH:53][N:54]=6)[CH2:48][CH2:47]5)[CH2:35]4)=[O:33])=[CH:28][CH:29]=3)[NH:24][N:23]=2)=[CH:18][CH:17]=1. The catalyst class is: 3. (5) Reactant: [CH3:1][CH2:2]N(C(C)C)C(C)C.[SH:10][CH2:11][C:12]([O:14][CH2:15][CH3:16])=[O:13].Cl[C:18]1[N:23]=[C:22]([S:24][CH3:25])[N:21]=[C:20]([C:26]2[CH:31]=[CH:30][CH:29]=[C:28]([N+:32]([O-:34])=[O:33])[CH:27]=2)[C:19]=1[C:35]#[N:36].Cl. Product: [CH2:1]([N:23]1[C:18]([S:10][CH2:11][C:12]([O:14][CH2:15][CH3:16])=[O:13])=[C:19]([C:35]#[N:36])[C:20]([C:26]2[CH:31]=[CH:30][CH:29]=[C:28]([N+:32]([O-:34])=[O:33])[CH:27]=2)=[N:21][CH:22]1[S:24][CH3:25])[CH3:2]. The catalyst class is: 271. (6) Reactant: [N:1]1([CH2:10][C@H:11]2[CH2:15][CH2:14][C@@H:13]([NH2:16])[CH2:12]2)[C:5]2[CH:6]=[CH:7][CH:8]=[CH:9][C:4]=2[NH:3][NH:2]1.[C:17]([OH:23])([C:19]([F:22])([F:21])[F:20])=[O:18]. Product: [F:20][C:19]([F:22])([F:21])[C:17]([OH:23])=[O:18].[N:1]1([CH2:10][C@H:11]2[CH2:15][CH2:14][C@@H:13]([NH2:16])[CH2:12]2)[C:5]2[CH:6]=[CH:7][CH:8]=[CH:9][C:4]=2[NH:3][NH:2]1. The catalyst class is: 4. (7) Reactant: [CH2:1]([C@@H:8]1[C@@H:17]([OH:18])[C:16]2[C:11](=[CH:12][C:13](Br)=[CH:14][CH:15]=2)[O:10][CH2:9]1)[C:2]1[CH:7]=[CH:6][CH:5]=[CH:4][CH:3]=1.[C:20](=O)([O-])[O-].[Na+].[Na+].O.C[CH2:28][CH2:29][O:30][C:31]([C:33]1[CH:38]=[CH:37][C:36]([C:39]([F:42])([F:41])[F:40])=[CH:35][C:34]=1B(O)O)=[O:32]. Product: [CH:29]([O:30][C:31](=[O:32])[C:33]1[CH:34]=[CH:35][C:36]([C:39]([F:40])([F:41])[F:42])=[CH:37][C:38]=1[C:13]1[CH:12]=[C:11]2[C:16]([C@H:17]([OH:18])[C@@H:8]([CH2:1][C:2]3[CH:7]=[CH:6][CH:5]=[CH:4][CH:3]=3)[CH2:9][O:10]2)=[CH:15][CH:14]=1)([CH3:28])[CH3:20]. The catalyst class is: 359. (8) Reactant: Br[C:2]1[CH:3]=[C:4]2[C:9](=[CH:10][CH:11]=1)[C:8](=[O:12])[NH:7][CH:6]=[CH:5]2.[Cl:13][C:14]1[CH:19]=[CH:18][C:17](OB(O)O)=[CH:16][CH:15]=1.C(=O)([O-])[O-].[Na+].[Na+].O. Product: [Cl:13][C:14]1[CH:19]=[CH:18][C:17]([C:2]2[CH:3]=[C:4]3[C:9](=[CH:10][CH:11]=2)[C:8](=[O:12])[NH:7][CH:6]=[CH:5]3)=[CH:16][CH:15]=1. The catalyst class is: 169.